From a dataset of Forward reaction prediction with 1.9M reactions from USPTO patents (1976-2016). Predict the product of the given reaction. (1) Given the reactants [C:1]([NH:4][C:5]1[C:14]([O:15][CH:16]2[CH2:20][CH2:19][CH2:18][CH2:17]2)=[C:13]([O:21][CH3:22])[CH:12]=[CH:11][C:6]=1[C:7](OC)=[O:8])(=[O:3])[CH3:2].C[Si]([N-][Si](C)(C)C)(C)C.[K+], predict the reaction product. The product is: [CH:16]1([O:15][C:14]2[C:13]([O:21][CH3:22])=[CH:12][CH:11]=[C:6]3[C:5]=2[NH:4][C:1](=[O:3])[CH:2]=[C:7]3[OH:8])[CH2:20][CH2:19][CH2:18][CH2:17]1. (2) Given the reactants C([O:3][C:4](=[O:23])[C:5]1[CH:10]=[CH:9][C:8]([C:11](=[O:22])[CH2:12][CH2:13][C:14](=[O:21])[C:15]2[CH:20]=[CH:19][CH:18]=[CH:17][CH:16]=2)=[CH:7][CH:6]=1)C.[OH-].[K+].Cl, predict the reaction product. The product is: [O:21]=[C:14]([C:15]1[CH:20]=[CH:19][CH:18]=[CH:17][CH:16]=1)[CH2:13][CH2:12][C:11]([C:8]1[CH:9]=[CH:10][C:5]([C:4]([OH:23])=[O:3])=[CH:6][CH:7]=1)=[O:22]. (3) Given the reactants Cl.Cl.[F:3][C@H:4]1[C:8]2[N:9]=[CH:10][N:11]=[C:12]([N:13]3[CH2:18][CH2:17][NH:16][CH2:15][CH2:14]3)[C:7]=2[C@H:6]([CH3:19])[CH2:5]1.C(OC([N:27]1[CH2:31][CH2:30][CH2:29][C@H:28]1[C@H:32]([C:36]1[CH:41]=[CH:40][C:39]([Cl:42])=[CH:38][CH:37]=1)[C:33](O)=[O:34])=O)(C)(C)C.C(N(C(C)C)CC)(C)C.CN(C(ON1N=NC2C=CC=CC1=2)=[N+](C)C)C.F[P-](F)(F)(F)(F)F, predict the reaction product. The product is: [ClH:42].[Cl:42][C:39]1[CH:40]=[CH:41][C:36]([C@@H:32]([C@@H:28]2[CH2:29][CH2:30][CH2:31][NH:27]2)[C:33]([N:16]2[CH2:15][CH2:14][N:13]([C:12]3[C:7]4[C@H:6]([CH3:19])[CH2:5][C@@H:4]([F:3])[C:8]=4[N:9]=[CH:10][N:11]=3)[CH2:18][CH2:17]2)=[O:34])=[CH:37][CH:38]=1. (4) Given the reactants O.[OH-].[Li+].[CH3:4][C:5]1([O:10][C@H:11]([CH3:43])[C@@H:12]([C:39]([O:41]C)=[O:40])[NH:13][C:14]([C:16]2[C:25]([NH:26][C:27]([NH:29][C:30]3[C:35]([CH3:36])=[CH:34][C:33]([CH3:37])=[CH:32][C:31]=3[CH3:38])=[O:28])=[CH:24][C:23]3[C:18](=[CH:19][CH:20]=[CH:21][CH:22]=3)[CH:17]=2)=[O:15])[CH2:9][CH2:8][CH2:7][CH2:6]1.O.Cl, predict the reaction product. The product is: [CH3:4][C:5]1([O:10][C@H:11]([CH3:43])[C@@H:12]([C:39]([OH:41])=[O:40])[NH:13][C:14]([C:16]2[C:25]([NH:26][C:27]([NH:29][C:30]3[C:31]([CH3:38])=[CH:32][C:33]([CH3:37])=[CH:34][C:35]=3[CH3:36])=[O:28])=[CH:24][C:23]3[C:18](=[CH:19][CH:20]=[CH:21][CH:22]=3)[CH:17]=2)=[O:15])[CH2:6][CH2:7][CH2:8][CH2:9]1. (5) Given the reactants Br.[Br:2][C:3]1[N:8]2[CH:9]=[C:10]([C:12]([O:14][CH2:15][CH3:16])=[O:13])[N:11]=[C:7]2[C:6]([N:17]2[CH2:22][CH2:21][NH:20][CH2:19][CH2:18]2)=[N:5][CH:4]=1.[C:23](O[C:23]([O:25][C:26]([CH3:29])([CH3:28])[CH3:27])=[O:24])([O:25][C:26]([CH3:29])([CH3:28])[CH3:27])=[O:24].CC(C)=O, predict the reaction product. The product is: [Br:2][C:3]1[N:8]2[CH:9]=[C:10]([C:12]([O:14][CH2:15][CH3:16])=[O:13])[N:11]=[C:7]2[C:6]([N:17]2[CH2:22][CH2:21][N:20]([C:23]([O:25][C:26]([CH3:29])([CH3:28])[CH3:27])=[O:24])[CH2:19][CH2:18]2)=[N:5][CH:4]=1.